Dataset: Full USPTO retrosynthesis dataset with 1.9M reactions from patents (1976-2016). Task: Predict the reactants needed to synthesize the given product. (1) Given the product [NH:1]([C:7]([O:9][CH2:10][CH:11]1[C:12]2[C:17](=[CH:16][CH:15]=[CH:14][CH:13]=2)[C:18]2[C:23]1=[CH:22][CH:21]=[CH:20][CH:19]=2)=[O:8])[CH2:2][CH2:3][C:4]([O:6][C:25]1[C:26]([F:27])=[C:28]([F:29])[C:30]([F:31])=[C:32]([F:33])[C:34]=1[F:35])=[O:5], predict the reactants needed to synthesize it. The reactants are: [NH:1]([C:7]([O:9][CH2:10][CH:11]1[C:23]2[C:18](=[CH:19][CH:20]=[CH:21][CH:22]=2)[C:17]2[C:12]1=[CH:13][CH:14]=[CH:15][CH:16]=2)=[O:8])[CH2:2][CH2:3][C:4]([OH:6])=[O:5].O[C:25]1[C:34]([F:35])=[C:32]([F:33])[C:30]([F:31])=[C:28]([F:29])[C:26]=1[F:27].C1CCC(N=C=NC2CCCCC2)CC1. (2) Given the product [CH:21]1([NH:9][CH2:10][C:11]([O:13][CH2:14][C:15]2[CH:20]=[CH:19][CH:18]=[CH:17][CH:16]=2)=[O:12])[CH2:25][CH2:24][CH2:23][CH2:22]1, predict the reactants needed to synthesize it. The reactants are: C(N(CC)CC)C.Cl.[NH2:9][CH2:10][C:11]([O:13][CH2:14][C:15]1[CH:20]=[CH:19][CH:18]=[CH:17][CH:16]=1)=[O:12].[C:21]1(=O)[CH2:25][CH2:24][CH2:23][CH2:22]1.[BH4-].[Na+]. (3) Given the product [Br:16][C:12]1[CH:11]=[C:10]([CH:9]=[C:18]2[CH2:23][CH2:22][N:21]([C:24]([O:26][C:27]([CH3:30])([CH3:29])[CH3:28])=[O:25])[CH2:20][CH2:19]2)[CH:15]=[CH:14][CH:13]=1, predict the reactants needed to synthesize it. The reactants are: C(OP([CH2:9][C:10]1[CH:15]=[CH:14][CH:13]=[C:12]([Br:16])[CH:11]=1)(=O)OCC)C.O=[C:18]1[CH2:23][CH2:22][N:21]([C:24]([O:26][C:27]([CH3:30])([CH3:29])[CH3:28])=[O:25])[CH2:20][CH2:19]1.CC(C)([O-])C.[K+]. (4) The reactants are: [C:1]1([CH3:19])[CH:6]=[CH:5][C:4]([S:7]([N:10]2[CH2:15][CH2:14][S:13][CH2:12][C@H:11]2[C:16]([OH:18])=O)(=[O:9])=[O:8])=[CH:3][CH:2]=1.Cl.[CH2:21]([O:23][C:24](=[O:31])[C@H:25]([CH2:27][CH:28]([CH3:30])[CH3:29])[NH2:26])[CH3:22].C1CCC(N=C=NC2CCCCC2)CC1. Given the product [CH2:21]([O:23][C:24](=[O:31])[C@@H:25]([NH:26][C:16]([C@@H:11]1[CH2:12][S:13][CH2:14][CH2:15][N:10]1[S:7]([C:4]1[CH:3]=[CH:2][C:1]([CH3:19])=[CH:6][CH:5]=1)(=[O:8])=[O:9])=[O:18])[CH2:27][CH:28]([CH3:29])[CH3:30])[CH3:22], predict the reactants needed to synthesize it. (5) Given the product [CH3:9][NH:10][C:4]1[N:3]=[C:2]([Br:1])[CH:7]=[CH:6][CH:5]=1, predict the reactants needed to synthesize it. The reactants are: [Br:1][C:2]1[CH:7]=[CH:6][CH:5]=[C:4](Br)[N:3]=1.[CH3:9][NH2:10].